Dataset: Peptide-MHC class I binding affinity with 185,985 pairs from IEDB/IMGT. Task: Regression. Given a peptide amino acid sequence and an MHC pseudo amino acid sequence, predict their binding affinity value. This is MHC class I binding data. (1) The peptide sequence is HEVHAVWPG. The MHC is HLA-A69:01 with pseudo-sequence HLA-A69:01. The binding affinity (normalized) is 0.0847. (2) The peptide sequence is TTINYTLWR. The MHC is HLA-A03:01 with pseudo-sequence HLA-A03:01. The binding affinity (normalized) is 0.554. (3) The peptide sequence is EMREQHDAQV. The MHC is HLA-A02:02 with pseudo-sequence HLA-A02:02. The binding affinity (normalized) is 0.424. (4) The peptide sequence is SPFLPLLPIF. The MHC is Patr-A0401 with pseudo-sequence Patr-A0401. The binding affinity (normalized) is 0. (5) The peptide sequence is STDHIPILY. The MHC is HLA-A11:01 with pseudo-sequence HLA-A11:01. The binding affinity (normalized) is 0.451.